Task: Predict the product of the given reaction.. Dataset: Forward reaction prediction with 1.9M reactions from USPTO patents (1976-2016) (1) Given the reactants F[C:2](F)(F)[C:3]([OH:5])=O.[NH2:8][CH2:9][CH2:10][CH2:11][CH2:12][CH2:13][N:14]1[CH2:19][CH2:18][N:17]([CH2:20][CH2:21][CH2:22][CH2:23][CH2:24][NH2:25])[CH2:16][CH2:15]1.I.[NH2:27][C:28]1[C:29]([C:36]([NH:38][C:39](=[NH:42])SC)=[O:37])=[N:30][C:31]([Cl:35])=[C:32]([NH2:34])[N:33]=1, predict the reaction product. The product is: [NH3:8].[NH2:27][C:28]1[C:29]([C:36]([NH:38][C:39]([NH:25][CH2:24][CH2:23][CH2:22][CH2:21][CH2:20][N:17]2[CH2:18][CH2:19][N:14]([CH2:13][CH2:12][CH2:11][CH2:10][CH2:9][NH:8][C:39]([NH2:42])=[N:38][C:3]([C:2]3[C:28]([NH2:27])=[N:33][C:32]([NH2:34])=[C:31]([Cl:35])[N:30]=3)=[O:5])[CH2:15][CH2:16]2)=[NH:42])=[O:37])=[N:30][C:31]([Cl:35])=[C:32]([NH2:34])[N:33]=1. (2) The product is: [N+:11]([C:9]1[CH:8]=[CH:7][C:5]2[N:6]=[C:2]([NH:21][CH2:20][CH2:19][N:14]3[CH2:18][CH2:17][CH2:16][CH2:15]3)[S:3][C:4]=2[CH:10]=1)([O-:13])=[O:12]. Given the reactants Cl[C:2]1[S:3][C:4]2[CH:10]=[C:9]([N+:11]([O-:13])=[O:12])[CH:8]=[CH:7][C:5]=2[N:6]=1.[N:14]1([CH2:19][CH2:20][NH2:21])[CH2:18][CH2:17][CH2:16][CH2:15]1, predict the reaction product.